From a dataset of Peptide-MHC class II binding affinity with 134,281 pairs from IEDB. Regression. Given a peptide amino acid sequence and an MHC pseudo amino acid sequence, predict their binding affinity value. This is MHC class II binding data. The peptide sequence is EKKYFAATQFEPLYA. The MHC is HLA-DPA10103-DPB10601 with pseudo-sequence HLA-DPA10103-DPB10601. The binding affinity (normalized) is 0.818.